This data is from Forward reaction prediction with 1.9M reactions from USPTO patents (1976-2016). The task is: Predict the product of the given reaction. (1) Given the reactants [CH2:1]([O:3][C:4]([C:6]1[N+:10]([CH3:12])(C)[NH:9][C:8](=[O:13])[CH:7]=1)=[O:5])[CH3:2].CI.[C:16](=O)([O-])[O-].[K+].[K+], predict the reaction product. The product is: [CH2:1]([O:3][C:4]([C:6]1[N:10]([CH3:12])[N:9]=[C:8]([O:13][CH3:16])[CH:7]=1)=[O:5])[CH3:2]. (2) Given the reactants [C:1]1(=[O:7])[O:6][C:4](=[O:5])[CH:3]=[CH:2]1.[NH2:8][C:9]1[CH:16]=[CH:15][C:12]([C:13]#[N:14])=[C:11]([NH:17][CH:18]2[CH2:23][CH2:22][CH:21]([OH:24])[CH2:20][CH2:19]2)[CH:10]=1.[C:25]1(=O)[CH2:30][CH2:29][CH2:28][CH2:27][CH2:26]1, predict the reaction product. The product is: [C:13]([C:12]1[CH:15]=[CH:16][C:9]([N:8]2[CH:30]3[C:25]([CH2:26][CH2:27][CH2:28][CH2:29]3)=[C:3]([CH2:2][C:1]([OH:6])=[O:7])[C:4]2=[O:5])=[CH:10][C:11]=1[NH:17][CH:18]1[CH2:23][CH2:22][CH:21]([OH:24])[CH2:20][CH2:19]1)#[N:14]. (3) Given the reactants [Br:1][C:2]1[CH:3]=[C:4]([CH2:8][C@@H:9]([OH:17])[CH2:10][C:11]2[CH:16]=[CH:15][CH:14]=[CH:13][CH:12]=2)[CH:5]=[CH:6][CH:7]=1.[H-].[Na+].[CH3:20]I, predict the reaction product. The product is: [Br:1][C:2]1[CH:7]=[CH:6][CH:5]=[C:4]([CH2:8][C@@H:9]([O:17][CH3:20])[CH2:10][C:11]2[CH:12]=[CH:13][CH:14]=[CH:15][CH:16]=2)[CH:3]=1. (4) Given the reactants Cl[C:2]1[N:3]=[C:4]([N:12]2[CH2:17][CH2:16][O:15][CH2:14][CH2:13]2)[C:5]2[CH2:10][N:9]([CH3:11])[CH2:8][C:6]=2[N:7]=1.[CH2:18]([NH:20][C:21]([NH:23][C:24]1[CH:29]=[CH:28][C:27](B2OC(C)(C)C(C)(C)O2)=[C:26]([F:39])[CH:25]=1)=[O:22])[CH3:19], predict the reaction product. The product is: [CH2:18]([NH:20][C:21]([NH:23][C:24]1[CH:29]=[CH:28][C:27]([C:2]2[N:3]=[C:4]([N:12]3[CH2:17][CH2:16][O:15][CH2:14][CH2:13]3)[C:5]3[CH2:10][N:9]([CH3:11])[CH2:8][C:6]=3[N:7]=2)=[C:26]([F:39])[CH:25]=1)=[O:22])[CH3:19]. (5) Given the reactants [NH2:1][C@@H:2]([C:4]1[CH:9]=[CH:8][C:7]([C:10]2[CH:15]=[CH:14][C:13]([C@@H:16]([OH:26])[C@H:17]([NH:20][C:21](=[O:25])[CH:22]([Cl:24])[Cl:23])[CH2:18][F:19])=[CH:12][CH:11]=2)=[CH:6][CH:5]=1)[CH3:3].C(N(C(C)C)CC)(C)C.[CH3:36][S:37](Cl)(=[O:39])=[O:38], predict the reaction product. The product is: [Cl:23][CH:22]([Cl:24])[C:21]([NH:20][C@H:17]([CH2:18][F:19])[C@H:16]([OH:26])[C:13]1[CH:14]=[CH:15][C:10]([C:7]2[CH:8]=[CH:9][C:4]([C@H:2]([NH:1][S:37]([CH3:36])(=[O:39])=[O:38])[CH3:3])=[CH:5][CH:6]=2)=[CH:11][CH:12]=1)=[O:25]. (6) Given the reactants FC(F)(F)S(O[C:7]1[C:11]2[C:12]([O:16][CH3:17])=[N:13][CH:14]=[CH:15][C:10]=2[N:9]([C:18]2[C:23]([F:24])=[CH:22][CH:21]=[CH:20][C:19]=2[F:25])[N:8]=1)(=O)=O.CC1(C)C(C)(C)OB([C:36]2[CH:41]=[CH:40][C:39]([N:42]3[CH2:47][CH2:46][O:45][CH2:44][CH2:43]3)=[CH:38][CH:37]=2)O1.C(=O)([O-])[O-].[K+].[K+].O, predict the reaction product. The product is: [F:24][C:23]1[CH:22]=[CH:21][CH:20]=[C:19]([F:25])[C:18]=1[N:9]1[C:10]2[CH:15]=[CH:14][N:13]=[C:12]([O:16][CH3:17])[C:11]=2[C:7]([C:36]2[CH:37]=[CH:38][C:39]([N:42]3[CH2:43][CH2:44][O:45][CH2:46][CH2:47]3)=[CH:40][CH:41]=2)=[N:8]1. (7) Given the reactants [C:1]([C:3]1[CH:4]=[CH:5][C:6]([O:34][CH3:35])=[C:7](/[CH:9]=[CH:10]/[C:11]([NH:13][C@@H:14]([CH2:19][N:20]2[CH2:25][CH2:24][CH:23]([O:26][C:27]3[CH:32]=[CH:31][C:30]([F:33])=[CH:29][CH:28]=3)[CH2:22][CH2:21]2)[CH2:15][C:16](O)=[O:17])=[O:12])[CH:8]=1)#[N:2].C(N(C(C)C)CC)(C)C.[CH3:45][NH:46][CH2:47][CH2:48][OH:49].F[P-](F)(F)(F)(F)F.N1(OC(N(C)C)=[N+](C)C)C2N=CC=CC=2N=N1.C([O-])(O)=O.[Na+].FC1C=CC(OC2CCN(C[C@@H](C(=C)C(N)=O)CC(=O)N(CCO)C)CC2)=CC=1, predict the reaction product. The product is: [C:1]([C:3]1[CH:4]=[CH:5][C:6]([O:34][CH3:35])=[C:7](/[CH:9]=[CH:10]/[C:11]([NH:13][C@H:14]([CH2:15][C:16](=[O:17])[N:46]([CH2:47][CH2:48][OH:49])[CH3:45])[CH2:19][N:20]2[CH2:21][CH2:22][CH:23]([O:26][C:27]3[CH:28]=[CH:29][C:30]([F:33])=[CH:31][CH:32]=3)[CH2:24][CH2:25]2)=[O:12])[CH:8]=1)#[N:2]. (8) The product is: [C:38]([NH:1][C:2]1[CH:3]=[C:4]2[C:9](=[CH:10][C:11]=1[NH:12][CH2:13][CH3:14])[N:8]=[CH:7][N:6]=[C:5]2[N:15]1[CH2:20][CH2:19][N:18]([C:21](=[S:30])[NH:22][CH2:23][C:24]2[CH:29]=[CH:28][CH:27]=[CH:26][CH:25]=2)[CH2:17][CH2:16]1)(=[O:45])[C:39]1[CH:44]=[CH:43][CH:42]=[CH:41][CH:40]=1. Given the reactants [NH2:1][C:2]1[CH:3]=[C:4]2[C:9](=[CH:10][C:11]=1[NH:12][CH2:13][CH3:14])[N:8]=[CH:7][N:6]=[C:5]2[N:15]1[CH2:20][CH2:19][N:18]([C:21](=[S:30])[NH:22][CH2:23][C:24]2[CH:29]=[CH:28][CH:27]=[CH:26][CH:25]=2)[CH2:17][CH2:16]1.C(N(CC)CC)C.[C:38](Cl)(=[O:45])[C:39]1[CH:44]=[CH:43][CH:42]=[CH:41][CH:40]=1.O, predict the reaction product.